Dataset: Reaction yield outcomes from USPTO patents with 853,638 reactions. Task: Predict the reaction yield, written as a fraction of the theoretical maximum amount of product (1.0 means a 100% yield; for example, 0.34 means a 34% yield). (1) The reactants are CS(O[CH2:6][CH2:7][O:8][C@H:9]1[CH2:14][CH2:13][C@H:12]([N:15]2[C:20](=[O:21])[C:19]([CH2:22][C:23]3[CH:28]=[CH:27][C:26]([C:29]4[CH:34]=[CH:33][CH:32]=[CH:31][C:30]=4[C:35]#[N:36])=[CH:25][CH:24]=3)=[C:18]([CH2:37][CH2:38][CH3:39])[N:17]3[N:40]=[CH:41][N:42]=[C:16]23)[CH2:11][CH2:10]1)(=O)=O.[NH:43]1[CH2:48][CH2:47][O:46][CH2:45][CH2:44]1.[I-].[Na+]. The catalyst is O1CCCC1. The product is [N:43]1([CH2:6][CH2:7][O:8][C@H:9]2[CH2:14][CH2:13][C@H:12]([N:15]3[C:20](=[O:21])[C:19]([CH2:22][C:23]4[CH:28]=[CH:27][C:26]([C:29]5[C:30]([C:35]#[N:36])=[CH:31][CH:32]=[CH:33][CH:34]=5)=[CH:25][CH:24]=4)=[C:18]([CH2:37][CH2:38][CH3:39])[N:17]4[N:40]=[CH:41][N:42]=[C:16]34)[CH2:11][CH2:10]2)[CH2:48][CH2:47][O:46][CH2:45][CH2:44]1. The yield is 1.00. (2) The reactants are O.[OH-].[Li+].[CH3:4][O:5][C:6]1[CH:11]=[CH:10][CH:9]=[CH:8][C:7]=1[C:12]1[O:13][C:14]2[CH:20]=[CH:19][C:18]([C:21]([O:23]C)=[O:22])=[CH:17][C:15]=2[CH:16]=1.Cl. The catalyst is O.O1CCCC1. The product is [CH3:4][O:5][C:6]1[CH:11]=[CH:10][CH:9]=[CH:8][C:7]=1[C:12]1[O:13][C:14]2[CH:20]=[CH:19][C:18]([C:21]([OH:23])=[O:22])=[CH:17][C:15]=2[CH:16]=1. The yield is 0.970. (3) The reactants are O.[CH:2]([C:4]1[CH:9]=[CH:8][CH:7]=[CH:6][C:5]=1[S:10]([O-:13])(=[O:12])=[O:11])=O.[Na+:14].C(=O)([O-])[O-].[K+].[K+].[CH3:21][O:22][C:23]([CH2:25]P(OC)(OC)=O)=[O:24]. The catalyst is O. The product is [CH3:21][O:22][C:23]([CH:25]=[CH:2][C:4]1[CH:9]=[CH:8][CH:7]=[CH:6][C:5]=1[S:10]([O-:13])(=[O:12])=[O:11])=[O:24].[Na+:14]. The yield is 0.520. (4) The reactants are [F:1][C:2]([F:24])([F:23])[O:3][C:4]1[CH:9]=[CH:8][C:7]([C:10]2[C:18]3[C:13](=[CH:14][CH:15]=[CH:16][CH:17]=3)[NH:12][C:11]=2[C:19]([NH:21][NH2:22])=[O:20])=[CH:6][CH:5]=1.[Cl:25][C:26]1[CH:33]=[CH:32][C:29]([CH:30]=O)=[CH:28][CH:27]=1. The catalyst is C(O)C. The product is [Cl:25][C:26]1[CH:33]=[CH:32][C:29]([CH:30]=[N:22][NH:21][C:19]([C:11]2[NH:12][C:13]3[C:18]([C:10]=2[C:7]2[CH:6]=[CH:5][C:4]([O:3][C:2]([F:23])([F:1])[F:24])=[CH:9][CH:8]=2)=[CH:17][CH:16]=[CH:15][CH:14]=3)=[O:20])=[CH:28][CH:27]=1. The yield is 0.0860. (5) The reactants are C1(P(C2C=CC=CC=2)C2C=CC=CC=2)C=CC=CC=1.BrN1C(=O)CCC1=O.[CH:28]1([CH2:33][C@H:34]([C:38]2[CH:43]=[CH:42][C:41]([S:44]([CH3:47])(=[O:46])=[O:45])=[CH:40][CH:39]=2)[C:35]([OH:37])=O)[CH2:32][CH2:31][CH2:30][CH2:29]1.[NH2:48][C:49]1[S:50][CH:51]=[CH:52][N:53]=1. The catalyst is C(Cl)Cl. The product is [CH:28]1([CH2:33][C@H:34]([C:38]2[CH:43]=[CH:42][C:41]([S:44]([CH3:47])(=[O:46])=[O:45])=[CH:40][CH:39]=2)[C:35]([NH:48][C:49]2[S:50][CH:51]=[CH:52][N:53]=2)=[O:37])[CH2:29][CH2:30][CH2:31][CH2:32]1. The yield is 0.740. (6) The reactants are [CH3:1][O:2][C:3](=[O:29])/[C:4](/[CH3:28])=[CH:5]/[C:6]1[CH:27]=[CH:26][C:9]2[C:10]3[N:14]([CH2:15][CH2:16][O:17][C:8]=2[CH:7]=1)[CH:13]=[C:12]([C:18]1[N:19]([CH:23]([CH3:25])[CH3:24])[N:20]=[CH:21][N:22]=1)[N:11]=3. The catalyst is [Pd]. The product is [CH3:1][O:2][C:3](=[O:29])[CH:4]([CH3:28])[CH2:5][C:6]1[CH:27]=[CH:26][C:9]2[C:10]3[N:14]([CH2:15][CH2:16][O:17][C:8]=2[CH:7]=1)[CH:13]=[C:12]([C:18]1[N:19]([CH:23]([CH3:24])[CH3:25])[N:20]=[CH:21][N:22]=1)[N:11]=3. The yield is 0.820. (7) The reactants are BrC1C=C[C:5]([CH2:6][CH:7]2[C:16]3[C:11](=[CH:12][C:13](OCC4C=CC=CC=4)=[CH:14][CH:15]=3)[CH2:10][CH2:9][N:8]2[C:25]2[CH:30]=[CH:29][C:28]([F:31])=[CH:27][CH:26]=2)=CC=1.[NH:34]1[CH2:39][CH2:38][CH2:37][CH2:36][CH2:35]1.[C:40]1([CH3:46])[CH:45]=[CH:44][CH:43]=[CH:42][CH:41]=1.[CH3:47][C:48]([O-])(C)C.[Na+].[CH2:53]([O:55][CH2:56][CH3:57])C. The catalyst is [Cl-].[Na+].O.C1C=CC(/C=C/C(/C=C/C2C=CC=CC=2)=O)=CC=1.C1C=CC(/C=C/C(/C=C/C2C=CC=CC=2)=O)=CC=1.[Pd].CC1C=CC=CC=1P(C1C=CC=CC=1C)C1C=CC=CC=1C. The product is [N:34]1([C:43]2[CH:44]=[CH:45][C:40]([CH2:46][CH2:53][O:55][CH:56]3[C:57]4[C:11](=[CH:12][C:13]([C:14]5[CH:5]=[CH:6][CH:7]=[CH:16][CH:15]=5)=[CH:47][CH:48]=4)[CH2:10][CH2:9][N:8]3[C:25]3[CH:26]=[CH:27][C:28]([F:31])=[CH:29][CH:30]=3)=[CH:41][CH:42]=2)[CH2:39][CH2:38][CH2:37][CH2:36][CH2:35]1. The yield is 0.490.